This data is from Reaction yield outcomes from USPTO patents with 853,638 reactions. The task is: Predict the reaction yield, written as a fraction of the theoretical maximum amount of product (1.0 means a 100% yield; for example, 0.34 means a 34% yield). (1) The reactants are [CH:1]([C@@H:4]1[N:8]([C:9]2[CH:14]=[CH:13][N:12]3[N:15]=[CH:16][C:17]([C:18]4[CH:23]=[CH:22][C:21]([C:24]5[N:28]=[CH:27][N:26]([CH2:29][O:30][CH2:31][CH2:32][Si:33]([CH3:36])([CH3:35])[CH3:34])[N:25]=5)=[CH:20][CH:19]=4)=[C:11]3[N:10]=2)[C:7](=[O:37])[NH:6][CH2:5]1)([CH3:3])[CH3:2].[H-].[Na+].Br[CH2:41][CH:42]1[CH2:47][CH2:46][N:45]([C:48]([O:50][C:51]([CH3:54])([CH3:53])[CH3:52])=[O:49])[CH2:44][CH2:43]1. The catalyst is CN(C=O)C. The product is [CH:1]([C@H:4]1[CH2:5][N:6]([CH2:41][CH:42]2[CH2:47][CH2:46][N:45]([C:48]([O:50][C:51]([CH3:52])([CH3:54])[CH3:53])=[O:49])[CH2:44][CH2:43]2)[C:7](=[O:37])[N:8]1[C:9]1[CH:14]=[CH:13][N:12]2[N:15]=[CH:16][C:17]([C:18]3[CH:23]=[CH:22][C:21]([C:24]4[N:28]=[CH:27][N:26]([CH2:29][O:30][CH2:31][CH2:32][Si:33]([CH3:34])([CH3:35])[CH3:36])[N:25]=4)=[CH:20][CH:19]=3)=[C:11]2[N:10]=1)([CH3:3])[CH3:2]. The yield is 0.900. (2) The reactants are [C:1]([O:5][C:6]1[CH:11]=[N:10][CH:9]=[C:8](Cl)[N:7]=1)([CH3:4])([CH3:3])[CH3:2].[CH2:13]([Sn](CCCC)(CCCC)C=C)[CH2:14]CC.C(OCC)(=O)C. The catalyst is CN(C)C=O.[Cl-].[Na+].O.Cl[Pd](Cl)([P](C1C=CC=CC=1)(C1C=CC=CC=1)C1C=CC=CC=1)[P](C1C=CC=CC=1)(C1C=CC=CC=1)C1C=CC=CC=1. The product is [C:1]([O:5][C:6]1[CH:11]=[N:10][CH:9]=[C:8]([CH:13]=[CH2:14])[N:7]=1)([CH3:4])([CH3:3])[CH3:2]. The yield is 0.850. (3) The reactants are [CH:1]1([N:7]2[C:12]([OH:13])=[C:11]([C:14]([NH:16][CH2:17][C:18]([O:20]CC)=[O:19])=[O:15])[C:10](=[O:23])[NH:9][C:8]2=[O:24])[CH2:6][CH2:5][CH2:4][CH2:3][CH2:2]1.C(=O)([O-])[O-].[K+].[K+].[F:31][C:32]([F:46])([F:45])[C:33]1[CH:40]=[C:39]([C:41]([F:44])([F:43])[F:42])[CH:38]=[CH:37][C:34]=1[CH2:35]Br.Cl. The catalyst is CC(N(C)C)=O. The product is [F:31][C:32]([F:45])([F:46])[C:33]1[CH:40]=[C:39]([C:41]([F:42])([F:43])[F:44])[CH:38]=[CH:37][C:34]=1[CH2:35][N:9]1[C:10](=[O:23])[C:11]([C:14]([NH:16][CH2:17][C:18]([OH:20])=[O:19])=[O:15])=[C:12]([OH:13])[N:7]([CH:1]2[CH2:2][CH2:3][CH2:4][CH2:5][CH2:6]2)[C:8]1=[O:24]. The yield is 0.340.